From a dataset of Catalyst prediction with 721,799 reactions and 888 catalyst types from USPTO. Predict which catalyst facilitates the given reaction. (1) Reactant: [C:1]([CH:3]1[CH2:5][CH2:4]1)#[CH:2].[N+:6]([CH2:9][C:10]([O:12][CH2:13][CH3:14])=[O:11])([O-])=[O:7].C1N2CCN(CC2)C1. Product: [CH:3]1([C:1]2[O:7][N:6]=[C:9]([C:10]([O:12][CH2:13][CH3:14])=[O:11])[CH:2]=2)[CH2:5][CH2:4]1. The catalyst class is: 8. (2) Reactant: FC(F)(F)C(O)=O.[OH:8][CH:9]([CH2:29][OH:30])[CH2:10][O:11][C:12]1[CH:13]=[C:14]([CH:24]=[C:25]([O:27][CH3:28])[CH:26]=1)[C:15]([NH:17][CH:18]1[CH2:23][CH2:22][NH:21][CH2:20][CH2:19]1)=[O:16].[CH2:31]([O:33][C:34]1[CH:35]=[C:36]([CH:39]=[C:40]([O:43][CH2:44][CH3:45])[C:41]=1[F:42])[CH:37]=O)[CH3:32].C([BH3-])#N.[Na+].C(N(C(C)C)C(C)C)C. Product: [CH2:31]([O:33][C:34]1[CH:35]=[C:36]([CH:39]=[C:40]([O:43][CH2:44][CH3:45])[C:41]=1[F:42])[CH2:37][N:21]1[CH2:22][CH2:23][CH:18]([NH:17][C:15](=[O:16])[C:14]2[CH:24]=[C:25]([O:27][CH3:28])[CH:26]=[C:12]([O:11][CH2:10][CH:9]([OH:8])[CH2:29][OH:30])[CH:13]=2)[CH2:19][CH2:20]1)[CH3:32]. The catalyst class is: 212. (3) Reactant: [CH3:1][C:2]([CH3:22])([CH3:21])[C:3]([N:5]1[C:13]2[C:8](=[CH:9][C:10]([NH:14][CH:15]3[CH2:20][CH2:19][CH2:18][NH:17][CH2:16]3)=[CH:11][CH:12]=2)[CH:7]=[N:6]1)=[O:4].[CH3:23][S:24][C:25]1[CH:32]=[CH:31][C:28]([CH:29]=O)=[CH:27][CH:26]=1.C(O)(=O)C.C(O[BH-](OC(=O)C)OC(=O)C)(=O)C.[Na+]. Product: [CH3:1][C:2]([CH3:22])([CH3:21])[C:3]([N:5]1[C:13]2[C:8](=[CH:9][C:10]([NH:14][CH:15]3[CH2:20][CH2:19][CH2:18][N:17]([CH2:29][C:28]4[CH:31]=[CH:32][C:25]([S:24][CH3:23])=[CH:26][CH:27]=4)[CH2:16]3)=[CH:11][CH:12]=2)[CH:7]=[N:6]1)=[O:4]. The catalyst class is: 26. (4) Reactant: Cl[CH2:2][C:3]([CH3:5])=[CH2:4].[CH3:6][C:7]1[CH:12]=[CH:11][C:10]([S:13]([NH:16][CH2:17][CH:18]=[CH2:19])(=[O:15])=[O:14])=[CH:9][CH:8]=1.C(=O)([O-])[O-].[K+].[K+]. Product: [CH3:6][C:7]1[CH:12]=[CH:11][C:10]([S:13]([N:16]([CH2:4][C:3]([CH3:5])=[CH2:2])[CH2:17][CH:18]=[CH2:19])(=[O:15])=[O:14])=[CH:9][CH:8]=1. The catalyst class is: 9. (5) Reactant: CC1C=CC(S(O[CH2:12][CH:13]2[CH2:17][C:16]3[CH:18]=[CH:19][CH:20]=[C:21]([C:22]4[CH:27]=[CH:26][C:25]([Cl:28])=[CH:24][CH:23]=4)[C:15]=3[O:14]2)(=O)=O)=CC=1.[N-:29]=[N+]=[N-].[Na+].N(CC1CC2C=CC=C(C3C=CC(F)=CC=3)C=2O1)=[N+]=[N-].[N-]=[N+]=[N-]. Product: [Cl:28][C:25]1[CH:26]=[CH:27][C:22]([C:21]2[C:15]3[O:14][CH:13]([CH2:12][NH2:29])[CH2:17][C:16]=3[CH:18]=[CH:19][CH:20]=2)=[CH:23][CH:24]=1. The catalyst class is: 553. (6) Reactant: [Cl:1][C:2]1[CH:3]=[C:4]([NH2:16])[CH:5]=[CH:6][C:7]=1[O:8][C:9]1[CH:14]=[CH:13][N:12]=[C:11](Cl)[CH:10]=1.[CH3:17][N:18]1[CH:22]=[C:21](B2OC(C)(C)C(C)(C)O2)[CH:20]=[N:19]1.C([O-])([O-])=O.[K+].[K+].O. Product: [Cl:1][C:2]1[CH:3]=[C:4]([NH2:16])[CH:5]=[CH:6][C:7]=1[O:8][C:9]1[CH:14]=[CH:13][N:12]=[C:11]([C:21]2[CH:20]=[N:19][N:18]([CH3:17])[CH:22]=2)[CH:10]=1. The catalyst class is: 104. (7) Reactant: C(OC([N:8]1[CH2:13][CH2:12][N:11]([CH2:14][C:15]2[CH:20]=[CH:19][CH:18]=[CH:17][C:16]=2[C:21]2[CH:26]=[CH:25][CH:24]=[CH:23][CH:22]=2)[CH2:10][CH2:9]1)=O)(C)(C)C.C(O)(C(F)(F)F)=O. The catalyst class is: 4. Product: [C:16]1([C:21]2[CH:26]=[CH:25][CH:24]=[CH:23][CH:22]=2)[CH:17]=[CH:18][CH:19]=[CH:20][C:15]=1[CH2:14][N:11]1[CH2:10][CH2:9][NH:8][CH2:13][CH2:12]1.